This data is from Reaction yield outcomes from USPTO patents with 853,638 reactions. The task is: Predict the reaction yield, written as a fraction of the theoretical maximum amount of product (1.0 means a 100% yield; for example, 0.34 means a 34% yield). (1) The reactants are [CH2:1]([O:3][C:4]([N:6]1[C:10]2=[N:11][CH:12]=[C:13](Br)[CH:14]=[C:9]2[CH:8]=[C:7]1[C:16]1[C:21]([F:22])=[CH:20][CH:19]=[CH:18][C:17]=1[F:23])=[O:5])[CH3:2].[B:24]1([B:24]2[O:28][C:27]([CH3:30])([CH3:29])[C:26]([CH3:32])([CH3:31])[O:25]2)[O:28][C:27]([CH3:30])([CH3:29])[C:26]([CH3:32])([CH3:31])[O:25]1.C([O-])(=O)C.[K+]. The catalyst is O1CCOCC1.C1C=CC(P(C2C=CC=CC=2)[C-]2C=CC=C2)=CC=1.C1C=CC(P(C2C=CC=CC=2)[C-]2C=CC=C2)=CC=1.Cl[Pd]Cl.[Fe+2]. The product is [CH2:1]([O:3][C:4]([N:6]1[C:10]2=[N:11][CH:12]=[C:13]([B:24]3[O:28][C:27]([CH3:30])([CH3:29])[C:26]([CH3:32])([CH3:31])[O:25]3)[CH:14]=[C:9]2[CH:8]=[C:7]1[C:16]1[C:21]([F:22])=[CH:20][CH:19]=[CH:18][C:17]=1[F:23])=[O:5])[CH3:2]. The yield is 0.920. (2) The reactants are [CH2:1]([S:3][CH:4]([NH:14][C:15](=[O:19])OCC)[NH:5][C:6]1[CH:11]=[CH:10][CH:9]=[C:8]([F:12])[C:7]=1[CH3:13])[CH3:2].C1(OC2C=CC=CC=2)C=CC=CC=1. The product is [CH2:1]([S:3][C:4]1[NH:14][C:15](=[O:19])[C:11]2[C:6](=[C:7]([CH3:13])[C:8]([F:12])=[CH:9][CH:10]=2)[N:5]=1)[CH3:2]. No catalyst specified. The yield is 0.840.